This data is from Reaction yield outcomes from USPTO patents with 853,638 reactions. The task is: Predict the reaction yield, written as a fraction of the theoretical maximum amount of product (1.0 means a 100% yield; for example, 0.34 means a 34% yield). (1) The reactants are Br[C:2]1[C:3]([O:12][CH3:13])=[CH:4][C:5]([O:10][CH3:11])=[C:6]([CH:9]=1)[CH:7]=[O:8].[CH3:14][C:15]1[S:19][C:18](B(O)O)=[CH:17][CH:16]=1. No catalyst specified. The product is [CH3:11][O:10][C:5]1[CH:4]=[C:3]([O:12][CH3:13])[C:2]([C:18]2[S:19][C:15]([CH3:14])=[CH:16][CH:17]=2)=[CH:9][C:6]=1[CH:7]=[O:8]. The yield is 1.00. (2) The reactants are N[C@@](C1C=CC2C(=CC=C(O[C@H]3CC[C@H](C(C)(C)C)CC3)C=2C2C=CC(OC(F)(F)F)=CC=2)C=1)(C)CO.[C:38]([C@H:42]1[CH2:47][CH2:46][C@H:45]([O:48][C:49]2[C:50]([C:66]3[CH:71]=[CH:70][C:69]([S:72]([CH3:75])(=[O:74])=[O:73])=[CH:68][CH:67]=3)=[C:51]3[C:56](=[CH:57][CH:58]=2)[CH:55]=[C:54]([C@:59]2([CH3:65])[CH2:63][O:62]C(=O)[NH:60]2)[CH:53]=[CH:52]3)[CH2:44][CH2:43]1)([CH3:41])([CH3:40])[CH3:39]. No catalyst specified. The product is [NH2:60][C@@:59]([C:54]1[CH:53]=[CH:52][C:51]2[C:56](=[CH:57][CH:58]=[C:49]([O:48][C@H:45]3[CH2:44][CH2:43][C@H:42]([C:38]([CH3:41])([CH3:40])[CH3:39])[CH2:47][CH2:46]3)[C:50]=2[C:66]2[CH:71]=[CH:70][C:69]([S:72]([CH3:75])(=[O:73])=[O:74])=[CH:68][CH:67]=2)[CH:55]=1)([CH3:65])[CH2:63][OH:62]. The yield is 0.360. (3) The reactants are C(Cl)(=O)C(Cl)=O.CS(C)=O.[OH:11][CH:12]1[CH2:17][CH2:16][N:15]([C:18]2([CH3:30])[CH2:22][CH2:21][N:20]([C:23]([O:25][C:26]([CH3:29])([CH3:28])[CH3:27])=[O:24])[CH2:19]2)[CH2:14][CH2:13]1.C(N(CC)CC)C. The catalyst is ClCCl. The product is [CH3:30][C:18]1([N:15]2[CH2:16][CH2:17][C:12](=[O:11])[CH2:13][CH2:14]2)[CH2:22][CH2:21][N:20]([C:23]([O:25][C:26]([CH3:27])([CH3:28])[CH3:29])=[O:24])[CH2:19]1. The yield is 0.890. (4) The reactants are C1C=CC(P(C2C=CC=CC=2)C2C=CC=CC=2)=CC=1.C(C1C(=O)C(Cl)=C(Cl)C(=O)C=1C#N)#N.[Cl:34][C:35]1[CH:36]=[C:37]([O:48][CH3:49])[C:38]2[NH:43][CH2:42][C@H:41]([CH2:44][CH2:45]O)[NH:40][C:39]=2[N:47]=1. The catalyst is C(Cl)Cl. The product is [Cl:34][C:35]1[CH:36]=[C:37]([O:48][CH3:49])[C:38]2[N:43]3[CH2:42][C@H:41]([CH2:44][CH2:45]3)[NH:40][C:39]=2[N:47]=1. The yield is 0.720. (5) The reactants are [CH2:1]([CH:8]1[CH2:13][CH2:12][N:11]([C:14]([C:16]2[NH:17][C:18]3[C:23]([CH:24]=2)=[CH:22][CH:21]=[C:20]([OH:25])[CH:19]=3)=[O:15])[CH2:10][CH2:9]1)[C:2]1[CH:7]=[CH:6][CH:5]=[CH:4][CH:3]=1.[CH2:26]([NH2:30])[CH2:27][CH2:28][CH3:29].COCCOC. The catalyst is [O-2].[O-2].[Mn+4]. The product is [CH2:1]([CH:8]1[CH2:9][CH2:10][N:11]([C:14]([C:16]2[NH:17][C:18]3[C:19]4[N:30]=[C:26]([CH2:27][CH2:28][CH3:29])[O:25][C:20]=4[CH:21]=[CH:22][C:23]=3[CH:24]=2)=[O:15])[CH2:12][CH2:13]1)[C:2]1[CH:7]=[CH:6][CH:5]=[CH:4][CH:3]=1. The yield is 0.173.